Dataset: Forward reaction prediction with 1.9M reactions from USPTO patents (1976-2016). Task: Predict the product of the given reaction. (1) Given the reactants [Cl:1][C:2]1[C:7]([Cl:8])=[CH:6][CH:5]=[CH:4][C:3]=1/[CH:9]=[CH:10]/[C:11]([C:13]1[CH:18]=[CH:17][C:16]([OH:19])=[C:15]([CH3:20])[CH:14]=1)=O.[NH2:21][C:22]([NH2:24])=[O:23], predict the reaction product. The product is: [Cl:1][C:2]1[C:7]([Cl:8])=[CH:6][CH:5]=[CH:4][C:3]=1[C:9]1[NH:24][C:22](=[O:23])[N:21]=[C:11]([C:13]2[CH:18]=[CH:17][C:16]([OH:19])=[C:15]([CH3:20])[CH:14]=2)[CH:10]=1. (2) The product is: [CH3:18][O:19][C:20]1[CH:29]=[CH:28][C:23]([CH2:24][N:25]([CH3:27])[NH:26][C:15]([C:11]2[CH:10]=[C:9]([C:4]3[CH:5]=[CH:6][CH:7]=[CH:8][C:3]=3[O:2][CH3:1])[O:13][C:12]=2[CH3:14])=[O:17])=[CH:22][CH:21]=1. Given the reactants [CH3:1][O:2][C:3]1[CH:8]=[CH:7][CH:6]=[CH:5][C:4]=1[C:9]1[O:13][C:12]([CH3:14])=[C:11]([C:15]([OH:17])=O)[CH:10]=1.[CH3:18][O:19][C:20]1[CH:29]=[CH:28][C:23]([CH2:24][N:25]([CH3:27])[NH2:26])=[CH:22][CH:21]=1, predict the reaction product. (3) Given the reactants [OH:1][C:2]1[CH:43]=[CH:42][CH:41]=[CH:40][C:3]=1[CH2:4][C:5]1[C:6]([O:16][C@@H:17]2[O:34][C@H:33]([CH2:35][O:36][C:37](=[O:39])[CH3:38])[C@@H:28]([O:29][C:30](=[O:32])[CH3:31])[C@H:23]([O:24][C:25](=[O:27])[CH3:26])[C@H:18]2[O:19][C:20](=[O:22])[CH3:21])=[N:7][N:8]([CH2:13][CH2:14][OH:15])[C:9]=1[CH:10]([CH3:12])[CH3:11].[CH2:44](Br)[C:45]1[CH:50]=[CH:49][CH:48]=[CH:47][CH:46]=1.C(=O)([O-])[O-].[K+].[K+].O, predict the reaction product. The product is: [CH2:44]([O:1][C:2]1[CH:43]=[CH:42][CH:41]=[CH:40][C:3]=1[CH2:4][C:5]1[C:6]([O:16][C@@H:17]2[O:34][C@H:33]([CH2:35][O:36][C:37](=[O:39])[CH3:38])[C@@H:28]([O:29][C:30](=[O:32])[CH3:31])[C@H:23]([O:24][C:25](=[O:27])[CH3:26])[C@H:18]2[O:19][C:20](=[O:22])[CH3:21])=[N:7][N:8]([CH2:13][CH2:14][OH:15])[C:9]=1[CH:10]([CH3:12])[CH3:11])[C:45]1[CH:50]=[CH:49][CH:48]=[CH:47][CH:46]=1. (4) Given the reactants [Cl:1][C:2]1[CH:7]=[CH:6][CH:5]=[CH:4][C:3]=1[N:8]1[C:12]([S:13][C:14]2[CH:19]=[CH:18][CH:17]=[C:16]([O:20][CH3:21])[N:15]=2)=[CH:11][C:10]([CH:22]=O)=[N:9]1.[CH3:24][NH2:25].CO.CO, predict the reaction product. The product is: [Cl:1][C:2]1[CH:7]=[CH:6][CH:5]=[CH:4][C:3]=1[N:8]1[C:12]([S:13][C:14]2[CH:19]=[CH:18][CH:17]=[C:16]([O:20][CH3:21])[N:15]=2)=[CH:11][C:10]([CH2:22][NH:25][CH3:24])=[N:9]1.